From a dataset of Full USPTO retrosynthesis dataset with 1.9M reactions from patents (1976-2016). Predict the reactants needed to synthesize the given product. (1) Given the product [O-:19][S:17]([C:20]([F:23])([F:22])[F:21])(=[O:18])=[O:16].[C:10]1([I+:9][C:27]2[CH:28]=[CH:29][CH:30]=[CH:31][C:26]=2[Si:25]([CH3:37])([CH3:36])[CH3:24])[CH:15]=[CH:14][CH:13]=[CH:12][CH:11]=1, predict the reactants needed to synthesize it. The reactants are: C(O)(=O)C.C(O)(=O)C.[I:9][C:10]1[CH:15]=[CH:14][CH:13]=[CH:12][CH:11]=1.[OH:16][S:17]([C:20]([F:23])([F:22])[F:21])(=[O:19])=[O:18].[CH3:24][Si:25]([CH3:37])([CH3:36])[C:26]1[CH:31]=[CH:30][CH:29]=[CH:28][C:27]=1[Si](C)(C)C. (2) Given the product [Cl:16][C:17]1[CH:25]=[CH:24][CH:23]=[C:19]2[C:18]=1[C:27]1([CH2:32][CH2:31][N:30]([C:33]([O:35][C:36]([CH3:39])([CH3:38])[CH3:37])=[O:34])[CH2:29][CH2:28]1)[O:21][C:20]2=[O:22], predict the reactants needed to synthesize it. The reactants are: [Li]CCCC.CC1(C)CCCC(C)(C)N1.[Cl:16][C:17]1[CH:18]=[C:19]([CH:23]=[CH:24][CH:25]=1)[C:20]([OH:22])=[O:21].O=[C:27]1[CH2:32][CH2:31][N:30]([C:33]([O:35][C:36]([CH3:39])([CH3:38])[CH3:37])=[O:34])[CH2:29][CH2:28]1. (3) The reactants are: [CH3:1][C:2](=[O:7])[CH2:3][CH2:4][CH:5]=[CH2:6].[F:8][C:9]([F:19])([F:18])[C:10]1[CH:15]=[CH:14][C:13]([Mg]Br)=[CH:12][CH:11]=1. Given the product [F:8][C:9]([F:19])([F:18])[C:10]1[CH:15]=[CH:14][C:13]([C:2]([OH:7])([CH2:3][CH2:4][CH:5]=[CH2:6])[CH3:1])=[CH:12][CH:11]=1, predict the reactants needed to synthesize it. (4) The reactants are: [O-]P([O-])([O-])=O.[K+].[K+].[K+].CO[C:11]1[CH:12]=[CH:13][CH:14]=[C:15](OC)[C:16]=1[C:17]1C=CC=CC=1P(C1CCCCC1)C1CCCCC1.[Cl:38][C:39]1[C:44]([OH:45])=[CH:43][CH:42]=[C:41](I)[N:40]=1.B1(CC2C=CC=CC=2)C2CCCC1CCC2. Given the product [CH2:17]([C:41]1[N:40]=[C:39]([Cl:38])[C:44]([OH:45])=[CH:43][CH:42]=1)[C:16]1[CH:15]=[CH:14][CH:13]=[CH:12][CH:11]=1, predict the reactants needed to synthesize it. (5) Given the product [CH3:1][O:2][C:3]([C:4]1[S:5][C:6]2[N:7]=[C:8]([NH2:20])[N:9]=[C:10]([C:14]3[CH:19]=[CH:18][CH:17]=[CH:16][CH:15]=3)[C:11]=2[C:12]=1[NH2:13])=[O:21], predict the reactants needed to synthesize it. The reactants are: [CH3:1][O:2][C:3](=[O:21])[CH2:4][S:5][C:6]1[C:11]([C:12]#[N:13])=[C:10]([C:14]2[CH:19]=[CH:18][CH:17]=[CH:16][CH:15]=2)[N:9]=[C:8]([NH2:20])[N:7]=1.C[O-].[Na+]. (6) Given the product [CH3:14][O:15][C:16]1[CH:22]=[CH:21][C:19]([NH:20][S:2]([C:5]2[CH:13]=[CH:12][C:8]([C:9]([OH:11])=[O:10])=[CH:7][CH:6]=2)(=[O:4])=[O:3])=[CH:18][CH:17]=1, predict the reactants needed to synthesize it. The reactants are: Cl[S:2]([C:5]1[CH:13]=[CH:12][C:8]([C:9]([OH:11])=[O:10])=[CH:7][CH:6]=1)(=[O:4])=[O:3].[CH3:14][O:15][C:16]1[CH:22]=[CH:21][C:19]([NH2:20])=[CH:18][CH:17]=1. (7) Given the product [CH2:1]([O:8][CH2:9][CH:10]1[CH2:13][C:12](=[O:14])[CH2:11]1)[C:2]1[CH:7]=[CH:6][CH:5]=[CH:4][CH:3]=1, predict the reactants needed to synthesize it. The reactants are: [CH2:1]([O:8][CH2:9][CH:10]1[CH2:13][C:12](=[O:14])[C:11]1(Cl)Cl)[C:2]1[CH:7]=[CH:6][CH:5]=[CH:4][CH:3]=1. (8) Given the product [Cl:1][C:2]1[CH:7]=[CH:6][C:5]([CH:8]([CH3:12])[C:9]([N:28]2[CH2:29][CH2:30][CH2:31][C:32]3[N:24]([C:21]4[CH:22]=[CH:23][C:18]([F:17])=[CH:19][CH:20]=4)[N:25]=[CH:26][C:27]2=3)=[O:11])=[CH:4][C:3]=1[C:13]([F:16])([F:15])[F:14], predict the reactants needed to synthesize it. The reactants are: [Cl:1][C:2]1[CH:7]=[CH:6][C:5]([CH:8]([CH3:12])[C:9]([OH:11])=O)=[CH:4][C:3]=1[C:13]([F:16])([F:15])[F:14].[F:17][C:18]1[CH:23]=[CH:22][C:21]([N:24]2[C:32]3[CH2:31][CH2:30][CH2:29][NH:28][C:27]=3[CH:26]=[N:25]2)=[CH:20][CH:19]=1.CCN(C(C)C)C(C)C. (9) Given the product [Cl:17][C:18]1[CH:23]=[C:22]([C:24]([CH3:27])([CH3:28])[CH2:25][CH3:26])[CH:21]=[CH:20][C:19]=1[O:29][CH2:30][CH2:31][CH2:32][O:14][C:11]1[CH:12]=[CH:13][C:7]2[O:6][C:5]([CH2:15][CH3:16])([C:3]([OH:2])=[O:4])[CH2:9][C:8]=2[CH:10]=1, predict the reactants needed to synthesize it. The reactants are: C[O:2][C:3]([C:5]1([CH2:15][CH3:16])[CH2:9][C:8]2[CH:10]=[C:11]([OH:14])[CH:12]=[CH:13][C:7]=2[O:6]1)=[O:4].[Cl:17][C:18]1[CH:23]=[C:22]([C:24]([CH3:28])([CH3:27])[CH2:25][CH3:26])[CH:21]=[CH:20][C:19]=1[O:29][CH2:30][CH2:31][CH2:32]I. (10) Given the product [CH2:2]([O:9][C:10]1[CH:11]=[C:12]([CH:29]=[CH:30][C:31]=1[N+:32]([O-:34])=[O:33])[CH2:13][CH:14]1[C:19]2[C:18](=[CH:23][CH:22]=[CH:21][CH:20]=2)[CH2:17][CH2:16][C:15]1=[O:42])[C:3]1[CH:4]=[CH:5][CH:6]=[CH:7][CH:8]=1, predict the reactants needed to synthesize it. The reactants are: [Br-].[CH2:2]([O:9][C:10]1[CH:11]=[C:12]([CH:29]=[CH:30][C:31]=1[N+:32]([O-:34])=[O:33])[CH2:13][CH:14]1[C:23]2[C:18](=[CH:19][CH:20]=[CH:21][CH:22]=2)[CH2:17][CH2:16][C:15]1=[N+]1CCCC1)[C:3]1[CH:8]=[CH:7][CH:6]=[CH:5][CH:4]=1.O.C(Cl)(Cl)Cl.CC(O)=[O:42].